Dataset: Catalyst prediction with 721,799 reactions and 888 catalyst types from USPTO. Task: Predict which catalyst facilitates the given reaction. (1) Reactant: C([O:8][C:9]1[CH:14]=[CH:13][C:12]([CH:15]2[N:18]([CH2:19][CH2:20][C:21]3[CH:26]=[CH:25][CH:24]=[CH:23][CH:22]=3)[C:17](=[O:27])[CH:16]2[C:28]2[CH:33]=[CH:32][C:31]([F:34])=[CH:30][CH:29]=2)=[CH:11][CH:10]=1)C1C=CC=CC=1. Product: [F:34][C:31]1[CH:32]=[CH:33][C:28]([CH:16]2[CH:15]([C:12]3[CH:13]=[CH:14][C:9]([OH:8])=[CH:10][CH:11]=3)[N:18]([CH2:19][CH2:20][C:21]3[CH:22]=[CH:23][CH:24]=[CH:25][CH:26]=3)[C:17]2=[O:27])=[CH:29][CH:30]=1. The catalyst class is: 5. (2) Reactant: [CH:1]1([C:7]2[C:11]([CH2:12][CH2:13][CH2:14][OH:15])=[CH:10][N:9]([C:16]3[CH:21]=[CH:20][C:19]([C:22]([F:25])([F:24])[F:23])=[CH:18][N:17]=3)[N:8]=2)[CH2:6][CH2:5][CH2:4][CH2:3][CH2:2]1.O[C:27]1[CH:31]=[C:30]([CH2:32][CH2:33][C:34]([O:36]CC)=[O:35])[N:29]([C:39]2[CH:44]=[CH:43][CH:42]=[CH:41][CH:40]=2)[N:28]=1.C(P(CCCC)CCCC)CCC.N(C(N1CCCCC1)=O)=NC(N1CCCCC1)=O. Product: [CH:1]1([C:7]2[C:11]([CH2:12][CH2:13][CH2:14][O:15][C:27]3[CH:31]=[C:30]([CH2:32][CH2:33][C:34]([OH:36])=[O:35])[N:29]([C:39]4[CH:44]=[CH:43][CH:42]=[CH:41][CH:40]=4)[N:28]=3)=[CH:10][N:9]([C:16]3[CH:21]=[CH:20][C:19]([C:22]([F:23])([F:24])[F:25])=[CH:18][N:17]=3)[N:8]=2)[CH2:6][CH2:5][CH2:4][CH2:3][CH2:2]1. The catalyst class is: 7. (3) Reactant: [NH2:1][C:2]1[CH:7]=[C:6]([CH2:8][S:9][C:10]2[C:15]([C:16]([NH:18][C:19]3[CH:24]=[C:23]([CH3:25])[CH:22]=[C:21]([CH3:26])[CH:20]=3)=[O:17])=[CH:14][CH:13]=[CH:12][N:11]=2)[CH:5]=[CH:4][N:3]=1.[H-].[Na+].[C:29]([O:33][C:34](=[O:37])[CH2:35]Br)([CH3:32])([CH3:31])[CH3:30]. Product: [NH2:1][C:2]1[CH:7]=[C:6]([CH2:8][S:9][C:10]2[C:15]([C:16]([N:18]([CH2:35][C:34]([O:33][C:29]([CH3:32])([CH3:31])[CH3:30])=[O:37])[C:19]3[CH:24]=[C:23]([CH3:25])[CH:22]=[C:21]([CH3:26])[CH:20]=3)=[O:17])=[CH:14][CH:13]=[CH:12][N:11]=2)[CH:5]=[CH:4][N:3]=1. The catalyst class is: 9. (4) Reactant: ClC(OC1C=CC=CC=1)=O.Cl.[Cl:12][C:13]1[S:17][C:16]([NH2:18])=[N:15][CH:14]=1.C(N(CC)CC)C.[C:26]([N:33]1[CH2:38][CH2:37][NH:36][CH2:35][CH2:34]1)(OC(C)(C)C)=[O:27]. Product: [Cl:12][C:13]1[S:17][C:16]([NH:18][C:26]([N:33]2[CH2:38][CH2:37][NH:36][CH2:35][CH2:34]2)=[O:27])=[N:15][CH:14]=1. The catalyst class is: 464. (5) Reactant: [F:1][C:2]1[CH:7]=[CH:6][C:5](/[CH:8]=[CH:9]/[C:10]2[CH:15]=[CH:14][C:13]([S:16]([C:19]3[C:24]([CH2:25][NH:26]S(C(C)C)=O)=[CH:23][CH:22]=[CH:21][N:20]=3)(=[O:18])=[O:17])=[CH:12][CH:11]=2)=[CH:4][CH:3]=1.Cl. Product: [F:1][C:2]1[CH:7]=[CH:6][C:5](/[CH:8]=[CH:9]/[C:10]2[CH:11]=[CH:12][C:13]([S:16]([C:19]3[C:24]([CH2:25][NH2:26])=[CH:23][CH:22]=[CH:21][N:20]=3)(=[O:17])=[O:18])=[CH:14][CH:15]=2)=[CH:4][CH:3]=1. The catalyst class is: 5. (6) Reactant: CN.[Br:3][C:4]1[CH:5]=[C:6]([CH:10]=[CH:11][C:12]=1[C:13]([CH3:16])([CH3:15])[CH3:14])[C:7]([OH:9])=O.O[N:18]1[C:22]2[CH:23]=[CH:24][CH:25]=[CH:26][C:21]=2N=N1.[CH3:27][N:28]([CH3:37])[CH2:29][CH2:30]CN=C=NCC. Product: [CH3:27][N:28]1[CH2:29][CH2:30][C:25]2[C:24](=[CH:23][C:22]([NH:18][C:7](=[O:9])[C:6]3[CH:10]=[CH:11][C:12]([C:13]([CH3:16])([CH3:15])[CH3:14])=[C:4]([Br:3])[CH:5]=3)=[CH:21][CH:26]=2)[CH2:37]1. The catalyst class is: 9. (7) Reactant: [H-].[Na+].[N:3]1([CH2:8][CH2:9][O:10][CH2:11][C:12]2[CH:17]=[CH:16][C:15]([OH:18])=[CH:14][CH:13]=2)[CH:7]=[CH:6][N:5]=[N:4]1.[Cl:19][C:20]1[CH:25]=[CH:24][C:23]([CH:26]=[CH:27][C:28]2[O:29][CH:30]=[C:31]([CH2:33]Cl)[N:32]=2)=[C:22]([F:35])[CH:21]=1. Product: [Cl:19][C:20]1[CH:25]=[CH:24][C:23](/[CH:26]=[CH:27]/[C:28]2[O:29][CH:30]=[C:31]([CH2:33][O:18][C:15]3[CH:14]=[CH:13][C:12]([CH2:11][O:10][CH2:9][CH2:8][N:3]4[CH:7]=[CH:6][N:5]=[N:4]4)=[CH:17][CH:16]=3)[N:32]=2)=[C:22]([F:35])[CH:21]=1. The catalyst class is: 9. (8) Reactant: Cl[CH:2](Cl)[C:3](=O)[CH3:4].[CH:7]1([CH:13]=O)[CH2:12][CH2:11][CH2:10][CH2:9][CH2:8]1.CC([O-])(C)C.[K+].[C:21]([CH2:23][C:24]([NH2:26])=[O:25])#[N:22]. Product: [CH:7]1([C:13]2[CH:2]=[C:3]([CH3:4])[NH:26][C:24](=[O:25])[C:23]=2[C:21]#[N:22])[CH2:8][CH2:9][CH2:10][CH2:11][CH2:12]1. The catalyst class is: 1. (9) Reactant: [F:1][C:2]1[CH:7]=[CH:6][C:5]([C:8]2[N:9]=[C:10]([C:17]([OH:19])=O)[N:11]3[CH:16]=[CH:15][CH:14]=[CH:13][C:12]=23)=[CH:4][CH:3]=1.Cl.[NH2:21][CH:22]([C:27]([F:30])([F:29])[F:28])[C:23]([CH3:26])([OH:25])[CH3:24].CCN(C(C)C)C(C)C.C(Cl)CCl.C1C=NC2N(O)N=NC=2C=1. Product: [F:1][C:2]1[CH:3]=[CH:4][C:5]([C:8]2[N:9]=[C:10]([C:17]([NH:21][CH:22]([C:27]([F:30])([F:29])[F:28])[C:23]([OH:25])([CH3:26])[CH3:24])=[O:19])[N:11]3[CH:16]=[CH:15][CH:14]=[CH:13][C:12]=23)=[CH:6][CH:7]=1. The catalyst class is: 3.